This data is from Forward reaction prediction with 1.9M reactions from USPTO patents (1976-2016). The task is: Predict the product of the given reaction. (1) Given the reactants C1([OH:11])C2C(=CC=CC=2)C=CC=1.[CH2:12]([P:16]([CH2:21][CH2:22][CH2:23][CH3:24])[CH2:17][CH2:18][CH2:19][CH3:20])[CH2:13][CH2:14][CH3:15], predict the reaction product. The product is: [CH2:21]([P:16](=[O:11])([CH2:12][CH2:13][CH2:14][CH3:15])[CH2:17][CH2:18][CH2:19][CH3:20])[CH2:22][CH2:23][CH3:24]. (2) Given the reactants [OH:1][CH:2]1[CH2:5][N:4]([C:6]([O:8][C:9]([CH3:12])([CH3:11])[CH3:10])=[O:7])[CH2:3]1.[H-].[Na+].[CH2:15](Br)[C:16]1[CH:21]=[CH:20][CH:19]=[CH:18][CH:17]=1, predict the reaction product. The product is: [CH2:15]([O:1][CH:2]1[CH2:3][N:4]([C:6]([O:8][C:9]([CH3:12])([CH3:11])[CH3:10])=[O:7])[CH2:5]1)[C:16]1[CH:21]=[CH:20][CH:19]=[CH:18][CH:17]=1. (3) Given the reactants [OH:1][C:2]1[C:3]([C:10]([NH:12][C@H:13]2[CH2:21][CH2:20][CH2:19][C@H:18]([CH2:22][CH2:23][CH2:24][C:25]3[CH:30]=[CH:29][CH:28]=[CH:27][CH:26]=3)[C@@H:17]([CH2:31][C:32]3[CH:37]=[CH:36][C:35]([O:38][C:39]([F:42])([F:41])[F:40])=[CH:34][CH:33]=3)[C@H:16]([CH3:43])[O:15][C:14]2=[O:44])=[O:11])=[N:4][CH:5]=[CH:6][C:7]=1[O:8][CH3:9].CCN(CC)CC.[C:52](Cl)(=[O:56])[CH:53]([CH3:55])[CH3:54], predict the reaction product. The product is: [C:52]([O:1][C:2]1[C:3]([C:10](=[O:11])[NH:12][C@H:13]2[CH2:21][CH2:20][CH2:19][C@H:18]([CH2:22][CH2:23][CH2:24][C:25]3[CH:30]=[CH:29][CH:28]=[CH:27][CH:26]=3)[C@@H:17]([CH2:31][C:32]3[CH:37]=[CH:36][C:35]([O:38][C:39]([F:42])([F:41])[F:40])=[CH:34][CH:33]=3)[C@H:16]([CH3:43])[O:15][C:14]2=[O:44])=[N:4][CH:5]=[CH:6][C:7]=1[O:8][CH3:9])(=[O:56])[CH:53]([CH3:55])[CH3:54]. (4) Given the reactants C([O:3][C:4](=[O:14])[CH2:5][N:6]([CH3:13])[C:7]1[CH:12]=[CH:11][CH:10]=[CH:9][CH:8]=1)C.[OH-].[Na+].Cl, predict the reaction product. The product is: [CH3:13][N:6]([CH2:5][C:4]([OH:14])=[O:3])[C:7]1[CH:12]=[CH:11][CH:10]=[CH:9][CH:8]=1. (5) Given the reactants [Cl:1][C:2]1[CH:7]=[CH:6][C:5]([C:8]2[N:12]([C:13]3[CH:18]=[CH:17][C:16]([Cl:19])=[CH:15][C:14]=3[Cl:20])[N:11]=[C:10]([C:21]([NH2:23])=[O:22])[C:9]=2[CH3:24])=[CH:4][CH:3]=1.C[Si]([N-][Si](C)(C)C)(C)C.[Na+].[CH2:35]([N:41]=[C:42]=[O:43])[CH2:36][CH2:37][CH2:38][CH2:39][CH3:40].C([O-])(O)=O.[Na+], predict the reaction product. The product is: [Cl:1][C:2]1[CH:3]=[CH:4][C:5]([C:8]2[N:12]([C:13]3[CH:18]=[CH:17][C:16]([Cl:19])=[CH:15][C:14]=3[Cl:20])[N:11]=[C:10]([C:21]([NH:23][C:42](=[O:43])[NH:41][CH2:35][CH2:36][CH2:37][CH2:38][CH2:39][CH3:40])=[O:22])[C:9]=2[CH3:24])=[CH:6][CH:7]=1. (6) Given the reactants Br[C:2]1[S:6][C:5]2[CH:7]=[CH:8][CH:9]=[CH:10][C:4]=2[CH:3]=1.[C:11]1(B(O)O)[CH:16]=[CH:15][CH:14]=[CH:13][CH:12]=1.C1C=CC(P(C2C=CC=CC=2)C2C=CC=CC=2)=CC=1.C([O-])([O-])=O.[Na+].[Na+], predict the reaction product. The product is: [C:11]1([C:2]2[S:6][C:5]3[CH:7]=[CH:8][CH:9]=[CH:10][C:4]=3[CH:3]=2)[CH:16]=[CH:15][CH:14]=[CH:13][CH:12]=1.